Dataset: NCI-60 drug combinations with 297,098 pairs across 59 cell lines. Task: Regression. Given two drug SMILES strings and cell line genomic features, predict the synergy score measuring deviation from expected non-interaction effect. (1) Synergy scores: CSS=-0.150, Synergy_ZIP=-0.988, Synergy_Bliss=-2.97, Synergy_Loewe=-0.943, Synergy_HSA=-3.59. Drug 1: CC1=C(C=C(C=C1)C(=O)NC2=CC(=CC(=C2)C(F)(F)F)N3C=C(N=C3)C)NC4=NC=CC(=N4)C5=CN=CC=C5. Drug 2: CC(C)NC(=O)C1=CC=C(C=C1)CNNC.Cl. Cell line: PC-3. (2) Drug 1: CC1C(C(CC(O1)OC2CC(CC3=C2C(=C4C(=C3O)C(=O)C5=C(C4=O)C(=CC=C5)OC)O)(C(=O)C)O)N)O.Cl. Drug 2: COC1=C2C(=CC3=C1OC=C3)C=CC(=O)O2. Cell line: ACHN. Synergy scores: CSS=24.3, Synergy_ZIP=2.20, Synergy_Bliss=0.518, Synergy_Loewe=-40.2, Synergy_HSA=-0.778. (3) Drug 1: CC12CCC3C(C1CCC2=O)CC(=C)C4=CC(=O)C=CC34C. Drug 2: CC1CCC2CC(C(=CC=CC=CC(CC(C(=O)C(C(C(=CC(C(=O)CC(OC(=O)C3CCCCN3C(=O)C(=O)C1(O2)O)C(C)CC4CCC(C(C4)OC)O)C)C)O)OC)C)C)C)OC. Cell line: SF-295. Synergy scores: CSS=57.1, Synergy_ZIP=-7.21, Synergy_Bliss=-6.96, Synergy_Loewe=-3.42, Synergy_HSA=-2.67. (4) Drug 1: CCC1(CC2CC(C3=C(CCN(C2)C1)C4=CC=CC=C4N3)(C5=C(C=C6C(=C5)C78CCN9C7C(C=CC9)(C(C(C8N6C)(C(=O)OC)O)OC(=O)C)CC)OC)C(=O)OC)O.OS(=O)(=O)O. Drug 2: CC1CCCC2(C(O2)CC(NC(=O)CC(C(C(=O)C(C1O)C)(C)C)O)C(=CC3=CSC(=N3)C)C)C. Cell line: K-562. Synergy scores: CSS=64.0, Synergy_ZIP=6.24, Synergy_Bliss=6.48, Synergy_Loewe=-3.42, Synergy_HSA=7.11.